Dataset: Forward reaction prediction with 1.9M reactions from USPTO patents (1976-2016). Task: Predict the product of the given reaction. (1) The product is: [F:8][C:9]1[CH:10]=[C:11]([CH:12]=[CH:13][C:14]=1[S:1][C:2]1[CH:7]=[CH:6][N:5]=[CH:4][CH:3]=1)[NH2:16]. Given the reactants [SH:1][C:2]1[CH:7]=[CH:6][N:5]=[CH:4][CH:3]=1.[F:8][C:9]1[CH:10]=[C:11]([N+:16]([O-])=O)[CH:12]=[CH:13][C:14]=1F.C(=O)([O-])[O-].[K+].[K+], predict the reaction product. (2) Given the reactants Cl.[C:2]([OH:7])(=[O:6])[CH2:3][CH2:4][CH3:5].[NH2:8][C@H:9]([C:20]([OH:22])=[O:21])[CH2:10][C:11]1[C:19]2[C:14](=[CH:15][CH:16]=[CH:17][CH:18]=2)[NH:13][CH:12]=1.C(N(CC)CC)C, predict the reaction product. The product is: [C:2]([OH:7])(=[O:6])[CH2:3][CH2:4][CH3:5].[NH2:8][C@H:9]([C:20]([OH:22])=[O:21])[CH2:10][C:11]1[C:19]2[C:14](=[CH:15][CH:16]=[CH:17][CH:18]=2)[NH:13][CH:12]=1. (3) Given the reactants C([O:5]OC(C)(C)C)(C)(C)C.[Se](=O)=O.[C:14]([CH:18]1[CH2:23][CH2:22][CH:21]([O:24][C:25]2[CH:26]=[C:27]3[C:32](=[CH:33][CH:34]=2)[N:31]=[C:30]([CH3:35])[CH:29]=[C:28]3[C:36]([F:39])([F:38])[F:37])[CH2:20][CH2:19]1)([CH3:17])([CH3:16])[CH3:15], predict the reaction product. The product is: [C:14]([C@H:18]1[CH2:23][CH2:22][C@H:21]([O:24][C:25]2[CH:26]=[C:27]3[C:32](=[CH:33][CH:34]=2)[N:31]=[C:30]([CH:35]=[O:5])[CH:29]=[C:28]3[C:36]([F:39])([F:37])[F:38])[CH2:20][CH2:19]1)([CH3:17])([CH3:15])[CH3:16]. (4) Given the reactants O.O.O.O.O.O.[Cl-:7].[Cl-:8].[Ni+2:9].[CH:10]1[CH:15]=[C:14]([S:16]([O-:19])(=[O:18])=[O:17])[CH:13]=[C:12]([P:20]([C:31]2[CH:36]=[CH:35][CH:34]=[C:33]([S:37]([O-:40])(=[O:39])=[O:38])[CH:32]=2)[C:21]2[CH:26]=[CH:25][CH:24]=[C:23]([S:27]([O-:30])(=[O:29])=[O:28])[CH:22]=2)[CH:11]=1.[Na+:41].[Na+].[Na+], predict the reaction product. The product is: [Cl:7][Ni:9][Cl:8].[CH:35]1[CH:34]=[C:33]([S:37]([O-:40])(=[O:39])=[O:38])[CH:32]=[C:31]([P:20]([C:12]2[CH:11]=[CH:10][CH:15]=[C:14]([S:16]([O-:19])(=[O:17])=[O:18])[CH:13]=2)[C:21]2[CH:26]=[CH:25][CH:24]=[C:23]([S:27]([O-:30])(=[O:29])=[O:28])[CH:22]=2)[CH:36]=1.[Na+:41].[Na+:41].[Na+:41]. (5) Given the reactants C(C1C(CC2C=CC(C)=CC=2)=CC2C(C)(C)CCC(C)(C)C=2C=1)=O.[CH3:25][C:26]1([CH3:60])[CH2:35][CH2:34][C:33]([CH3:37])([CH3:36])[C:32]2[CH:31]=[C:30](/[CH:38]=[CH:39]/[C:40]3[CH:50]=[CH:49][C:43]([C:44]([O:46]CC)=[O:45])=[CH:42][CH:41]=3)[C:29]([CH2:51][C:52]3[CH:57]=[CH:56][C:55]([F:58])=[CH:54][C:53]=3[F:59])=[CH:28][C:27]1=2, predict the reaction product. The product is: [CH3:25][C:26]1([CH3:60])[CH2:35][CH2:34][C:33]([CH3:36])([CH3:37])[C:32]2[CH:31]=[C:30](/[CH:38]=[CH:39]/[C:40]3[CH:50]=[CH:49][C:43]([C:44]([OH:46])=[O:45])=[CH:42][CH:41]=3)[C:29]([CH2:51][C:52]3[CH:57]=[CH:56][C:55]([F:58])=[CH:54][C:53]=3[F:59])=[CH:28][C:27]1=2.